This data is from Catalyst prediction with 721,799 reactions and 888 catalyst types from USPTO. The task is: Predict which catalyst facilitates the given reaction. (1) Reactant: [O:1]=[C:2]1[C:7]([CH2:8][N:9]2[C:17](=[O:18])[C:16]3[C:11](=[CH:12][CH:13]=[CH:14][CH:15]=3)[C:10]2=[O:19])=[CH:6][CH:5]=[N:4][NH:3]1.[C:20](=O)([O-])[O-].[K+].[K+].CI.O. Product: [CH3:20][N:3]1[C:2](=[O:1])[C:7]([CH2:8][N:9]2[C:10](=[O:19])[C:11]3[C:16](=[CH:15][CH:14]=[CH:13][CH:12]=3)[C:17]2=[O:18])=[CH:6][CH:5]=[N:4]1. The catalyst class is: 9. (2) Reactant: [Br:1][C:2]1[CH:3]=[C:4]([F:19])[C:5]([O:11][CH2:12][C:13]2[CH:18]=[CH:17][CH:16]=[CH:15][CH:14]=2)=[C:6]2[C:10]=1[NH:9][CH:8]=[CH:7]2.[F:20][C:21]1[CH:22]=[C:23](B(O)O)[CH:24]=[CH:25][C:26]=1[O:27][CH2:28][C:29]1[CH:34]=[CH:33][CH:32]=[CH:31][CH:30]=1.N1C=CC=CC=1.B(O)O. Product: [Br:1][C:2]1[CH:3]=[C:4]([F:19])[C:5]([O:11][CH2:12][C:13]2[CH:18]=[CH:17][CH:16]=[CH:15][CH:14]=2)=[C:6]2[C:10]=1[N:9]([C:23]1[CH:24]=[CH:25][C:26]([O:27][CH2:28][C:29]3[CH:30]=[CH:31][CH:32]=[CH:33][CH:34]=3)=[C:21]([F:20])[CH:22]=1)[CH:8]=[CH:7]2. The catalyst class is: 560. (3) Reactant: [H-].[Na+].[OH:3][C:4]1[CH:5]=[C:6]2[C:10](=[CH:11][CH:12]=1)[N:9]([CH2:13][CH2:14][CH2:15][CH2:16][CH3:17])[CH:8]=[C:7]2[C:18]([C:20]1[C:29]2[C:24](=[CH:25][CH:26]=[CH:27][CH:28]=2)[CH:23]=[CH:22][CH:21]=1)=[O:19].Br[CH2:31][C:32]([O:34][C:35]([CH3:38])([CH3:37])[CH3:36])=[O:33]. Product: [C:35]([O:34][C:32]([CH2:31][O:3][C:4]1[CH:5]=[C:6]2[C:10](=[CH:11][CH:12]=1)[N:9]([CH2:13][CH2:14][CH2:15][CH2:16][CH3:17])[CH:8]=[C:7]2[C:18]([C:20]1[C:29]2[C:24](=[CH:25][CH:26]=[CH:27][CH:28]=2)[CH:23]=[CH:22][CH:21]=1)=[O:19])=[O:33])([CH3:38])([CH3:37])[CH3:36]. The catalyst class is: 3. (4) Reactant: ClC(OCC(C)C)=O.[F:9][C:10]1[CH:15]=[CH:14][C:13]([C:16]2[C:25]3[C:20](=[CH:21][C:22]([C:27](O)=[O:28])=[C:23]([CH3:26])[CH:24]=3)[O:19][C:18](=[O:30])[CH:17]=2)=[CH:12][CH:11]=1.CCN(CC)CC.[BH4-].[Na+]. Product: [F:9][C:10]1[CH:11]=[CH:12][C:13]([C:16]2[C:25]3[C:20](=[CH:21][C:22]([CH2:27][OH:28])=[C:23]([CH3:26])[CH:24]=3)[O:19][C:18](=[O:30])[CH:17]=2)=[CH:14][CH:15]=1. The catalyst class is: 20.